This data is from Forward reaction prediction with 1.9M reactions from USPTO patents (1976-2016). The task is: Predict the product of the given reaction. (1) Given the reactants [F:1][C:2]1[CH:7]=[CH:6][CH:5]=[CH:4][C:3]=1[C:8]1[N:9]=[N:10][N:11]([CH3:27])[C:12]=1[C:13]1[N:14]=[CH:15][N:16]([C:18]2[CH:26]=[CH:25][C:21]([C:22]([OH:24])=O)=[CH:20][N:19]=2)[CH:17]=1.[NH2:28][N:29]1[CH2:34][CH2:33][O:32][CH2:31][CH2:30]1, predict the reaction product. The product is: [F:1][C:2]1[CH:7]=[CH:6][CH:5]=[CH:4][C:3]=1[C:8]1[N:9]=[N:10][N:11]([CH3:27])[C:12]=1[C:13]1[N:14]=[CH:15][N:16]([C:18]2[CH:26]=[CH:25][C:21]([C:22]([NH:28][N:29]3[CH2:34][CH2:33][O:32][CH2:31][CH2:30]3)=[O:24])=[CH:20][N:19]=2)[CH:17]=1. (2) Given the reactants [CH:1]1([CH:7]([NH:23][C:24]2[CH:29]=[CH:28][C:27]([C:30]([N:32]([CH3:40])[CH2:33][CH2:34][C:35]([O:37][CH2:38][CH3:39])=[O:36])=[O:31])=[CH:26][CH:25]=2)[C:8]2[C:9]([CH2:21][CH3:22])=[N:10][N:11]([C:13]3[CH:18]=[CH:17][CH:16]=[C:15]([O:19][CH3:20])[CH:14]=3)[CH:12]=2)[CH2:6][CH2:5][CH2:4][CH2:3][CH2:2]1.[H-].[Na+].[CH3:43]I, predict the reaction product. The product is: [CH:1]1([CH:7]([N:23]([CH3:43])[C:24]2[CH:29]=[CH:28][C:27]([C:30]([N:32]([CH3:40])[CH2:33][CH2:34][C:35]([O:37][CH2:38][CH3:39])=[O:36])=[O:31])=[CH:26][CH:25]=2)[C:8]2[C:9]([CH2:21][CH3:22])=[N:10][N:11]([C:13]3[CH:18]=[CH:17][CH:16]=[C:15]([O:19][CH3:20])[CH:14]=3)[CH:12]=2)[CH2:2][CH2:3][CH2:4][CH2:5][CH2:6]1. (3) The product is: [NH2:7][C@@H:8]([C:11]1[C:12]([F:35])=[C:13]([C:14]([Cl:17])=[CH:15][CH:16]=1)[C:18]([C:19]1[CH:20]=[CH:21][C:22]([CH2:25][O:26][C:48](=[O:49])[CH3:43])=[CH:23][CH:24]=1)=[O:34])[CH2:9][CH3:10]. Given the reactants C(OC(=O)[NH:7][C@@H:8]([C:11]1[CH:16]=[CH:15][C:14]([Cl:17])=[C:13]([C:18](=[O:34])[C:19]2[CH:24]=[CH:23][C:22]([C:25](C)(C)[O:26][SiH2]C(C)(C)C)=[CH:21][CH:20]=2)[C:12]=1[F:35])[CH2:9][CH3:10])(C)(C)C.N[C@@H](C1C(F)=[C:43]([C:48](C2C=CC(CO)=CC=2)=[O:49])C(Cl)=CC=1)CC, predict the reaction product. (4) Given the reactants [N:1]1([C:6]2[CH:7]=[C:8]([C:12]3[N:17]=[C:16]([N:18]4[CH2:23][CH2:22][CH:21]([CH2:24][NH:25][C:26](=[O:43])[C:27]5[CH:32]=[C:31]([O:33]C)[CH:30]=[C:29]([O:35][CH2:36]C6C=CC=CC=6)[CH:28]=5)[CH2:20][CH2:19]4)[CH:15]=[CH:14][N:13]=3)[CH:9]=[CH:10][CH:11]=2)[CH:5]=[CH:4][CH:3]=[N:2]1.C([O-])=O.[NH4+], predict the reaction product. The product is: [N:1]1([C:6]2[CH:7]=[C:8]([C:12]3[N:17]=[C:16]([N:18]4[CH2:19][CH2:20][CH:21]([CH2:24][NH:25][C:26](=[O:43])[C:27]5[CH:28]=[C:29]([O:35][CH3:36])[CH:30]=[C:31]([OH:33])[CH:32]=5)[CH2:22][CH2:23]4)[CH:15]=[CH:14][N:13]=3)[CH:9]=[CH:10][CH:11]=2)[CH:5]=[CH:4][CH:3]=[N:2]1. (5) Given the reactants [O:1]=[C:2]1[C:10]2[C:5](=[N:6][C:7]([CH2:11][CH2:12][CH:13]=O)=[CH:8][CH:9]=2)[CH2:4][O:3]1.[NH:15]1[CH2:25][CH2:24][CH:18]([C:19]([O:21][CH2:22][CH3:23])=[O:20])[CH2:17][CH2:16]1, predict the reaction product. The product is: [CH2:22]([O:21][C:19]([CH:18]1[CH2:24][CH2:25][N:15]([CH2:13][CH2:12][CH2:11][C:7]2[N:6]=[C:5]3[CH2:4][O:3][C:2](=[O:1])[C:10]3=[CH:9][CH:8]=2)[CH2:16][CH2:17]1)=[O:20])[CH3:23]. (6) Given the reactants [CH2:1]([NH:3][CH2:4][CH2:5][N:6]1[CH2:12][CH2:11][CH2:10][C:9]2[NH:13][C:14]([CH:17]=O)=[C:15]([CH3:16])[C:8]=2[C:7]1=[O:19])[CH3:2].[F:20][C:21]1[CH:22]=[C:23]2[C:27](=[CH:28][CH:29]=1)[NH:26][C:25](=[O:30])[CH2:24]2.N1CCCCC1, predict the reaction product. The product is: [CH2:1]([NH:3][CH2:4][CH2:5][N:6]1[CH2:12][CH2:11][CH2:10][C:9]2[NH:13][C:14]([CH:17]=[C:24]3[C:23]4[C:27](=[CH:28][CH:29]=[C:21]([F:20])[CH:22]=4)[NH:26][C:25]3=[O:30])=[C:15]([CH3:16])[C:8]=2[C:7]1=[O:19])[CH3:2]. (7) Given the reactants [C:1]([C:4]1[CH:13]=[CH:12][C:11]2[C:6](=[CH:7][C:8]([C:14](=O)[CH3:15])=[CH:9][CH:10]=2)[CH:5]=1)(=O)[CH3:2].[NH2:17][C:18]1[C:19]([CH:28]=O)=[CH:20][CH:21]=[C:22]2[C:27]=1[N:26]=[CH:25][CH:24]=[CH:23]2.[OH-].[K+], predict the reaction product. The product is: [N:17]1[C:18]2[C:19](=[CH:20][CH:21]=[C:22]3[C:27]=2[N:26]=[CH:25][CH:24]=[CH:23]3)[CH:28]=[CH:2][C:1]=1[C:4]1[CH:13]=[CH:12][C:11]2[C:6](=[CH:7][C:8]([C:14]3[CH:15]=[CH:28][C:19]4[C:18](=[C:27]5[C:22](=[CH:21][CH:20]=4)[CH:23]=[CH:24][CH:25]=[N:26]5)[N:17]=3)=[CH:9][CH:10]=2)[CH:5]=1. (8) Given the reactants [Cl:1][C:2]1[C:14]2[C:13]3[C:8](=[CH:9][CH:10]=[CH:11][CH:12]=3)[C@@:7]([C:20]([F:23])([F:22])[F:21])([O:15]CC(O)=O)[C:6]=2[CH:5]=[C:4]([F:24])[CH:3]=1.C(N(C(C)C)C(C)C)C.C1(P(N=[N+]=[N-])(C2C=CC=CC=2)=O)C=CC=CC=1.Cl, predict the reaction product. The product is: [Cl:1][C:2]1[C:14]2[C:13]3[C:8](=[CH:9][CH:10]=[CH:11][CH:12]=3)[C@@:7]([C:20]([F:21])([F:22])[F:23])([OH:15])[C:6]=2[CH:5]=[C:4]([F:24])[CH:3]=1. (9) Given the reactants [CH3:1][CH:2]1[N:7]([C:8]2[C:9]([C:22]3[CH:27]=[CH:26][CH:25]=[CH:24][CH:23]=3)=[N:10][C:11]3[C:16]([N:17]=2)=[CH:15][C:14]([C:18]([O:20]C)=[O:19])=[CH:13][CH:12]=3)[CH2:6][CH2:5][O:4][CH2:3]1.[OH-].[Na+], predict the reaction product. The product is: [CH3:1][CH:2]1[N:7]([C:8]2[C:9]([C:22]3[CH:27]=[CH:26][CH:25]=[CH:24][CH:23]=3)=[N:10][C:11]3[C:16]([N:17]=2)=[CH:15][C:14]([C:18]([OH:20])=[O:19])=[CH:13][CH:12]=3)[CH2:6][CH2:5][O:4][CH2:3]1.